This data is from Full USPTO retrosynthesis dataset with 1.9M reactions from patents (1976-2016). The task is: Predict the reactants needed to synthesize the given product. (1) Given the product [CH2:1]([O:3][CH:4]1[CH2:5][CH2:6][CH:7]([C:10]2[CH:15]=[CH:14][C:13]([CH:16]3[CH2:21][CH2:20][CH:19]([CH:22]4[CH2:27][CH2:26][CH:25]([CH:28]=[O:29])[CH2:24][CH2:23]4)[CH2:18][CH2:17]3)=[C:12]([F:31])[CH:11]=2)[CH2:8][CH2:9]1)[CH3:2], predict the reactants needed to synthesize it. The reactants are: [CH2:1]([O:3][CH:4]1[CH2:9][CH2:8][CH:7]([C:10]2[CH:15]=[CH:14][C:13]([CH:16]3[CH2:21][CH2:20][CH:19]([CH:22]4[CH2:27][CH2:26][C:25](=[CH:28][O:29]C)[CH2:24][CH2:23]4)[CH2:18][CH2:17]3)=[C:12]([F:31])[CH:11]=2)[CH2:6][CH2:5]1)[CH3:2].CC(C)=O.Cl.O. (2) Given the product [O:8]1[C:7]2[CH:9]=[CH:10][CH:11]=[CH:12][C:6]=2[O:5][CH2:4][CH:3]1[CH2:2][N:23]1[CH2:24][CH2:25][CH2:26][CH:21]([C:18]2[CH:17]=[CH:16][C:15]([O:14][CH3:13])=[CH:20][CH:19]=2)[CH2:22]1, predict the reactants needed to synthesize it. The reactants are: Br[CH2:2][CH:3]1[O:8][C:7]2[CH:9]=[CH:10][CH:11]=[CH:12][C:6]=2[O:5][CH2:4]1.[CH3:13][O:14][C:15]1[CH:20]=[CH:19][C:18]([CH:21]2[CH2:26][CH2:25][CH2:24][NH:23][CH2:22]2)=[CH:17][CH:16]=1.Cl.C(N(CC)CC)C. (3) Given the product [NH2:34][CH2:2][C:3]1[NH:7][N:6]=[C:5]([C:8]2[CH:13]=[CH:12][C:11]([C:14]3[N:19]=[C:18]4[N:20]([CH2:24][CH2:25][CH:26]5[CH2:27][CH2:28][O:29][CH2:30][CH2:31]5)[C:21](=[O:23])[NH:22][C:17]4=[N:16][CH:15]=3)=[CH:10][CH:9]=2)[N:4]=1, predict the reactants needed to synthesize it. The reactants are: O[CH2:2][C:3]1[NH:7][N:6]=[C:5]([C:8]2[CH:13]=[CH:12][C:11]([C:14]3[N:19]=[C:18]4[N:20]([CH2:24][CH2:25][CH:26]5[CH2:31][CH2:30][O:29][CH2:28][CH2:27]5)[C:21](=[O:23])[NH:22][C:17]4=[N:16][CH:15]=3)=[CH:10][CH:9]=2)[N:4]=1.O=C1NC2=NC=C(C3C=CC(C(=N)OCC)=CC=3)N=C2[N:34]1CCC1CCOCC1.OCC(NN)=O.C(N(CC)CC)C. (4) Given the product [NH:15]1[CH:19]=[CH:18][C:17]([C:2]2[C:10]3[C:9]4[CH:11]=[CH:12][CH:13]=[CH:14][C:8]=4[O:7][C:6]=3[CH:5]=[CH:4][CH:3]=2)=[N:16]1, predict the reactants needed to synthesize it. The reactants are: Br[C:2]1[C:10]2[C:9]3[CH:11]=[CH:12][CH:13]=[CH:14][C:8]=3[O:7][C:6]=2[CH:5]=[CH:4][CH:3]=1.[NH:15]1[CH:19]=[CH:18][CH:17]=[N:16]1.C(=NO)C1C(=CC=CC=1)O.C(=O)([O-])[O-].[Cs+].[Cs+]. (5) Given the product [Cl:2][C:3]1[CH:8]=[C:7]([F:9])[CH:6]=[CH:5][C:4]=1[C@H:10]1[C:15]([C:16]([O:18][CH3:19])=[O:17])=[C:14]([CH2:27][N:28]2[CH2:29][CH2:30][O:31][CH2:32][CH2:33]2)[NH:13][C:12]([C:34]2[S:35][CH:36]=[CH:37][N:38]=2)=[N:11]1, predict the reactants needed to synthesize it. The reactants are: [Li].[Cl:2][C:3]1[CH:8]=[C:7]([F:9])[CH:6]=[CH:5][C:4]=1[C@@H:10]1[C:15]([C:16]([O:18][C@H:19](C)C(OC(C)C)=O)=[O:17])=[C:14]([CH2:27][N:28]2[CH2:33][CH2:32][O:31][CH2:30][CH2:29]2)[NH:13][C:12]([C:34]2[S:35][CH:36]=[CH:37][N:38]=2)=[N:11]1. (6) Given the product [C:1]([O:4][CH2:5][C:6]([CH3:35])([CH3:36])[CH2:7][N:8]1[C:14]2[CH:15]=[CH:16][C:17]([Cl:19])=[CH:18][C:13]=2[C@@H:12]([C:20]2[CH:25]=[CH:24][CH:23]=[C:22]([O:26][CH3:27])[C:21]=2[O:28][CH3:29])[O:11][C@H:10]([CH2:30][C:31]([NH:41][C:42]2[O:46][C:45]([C:47]([O:49][CH3:50])=[O:48])=[CH:44][CH:43]=2)=[O:33])[C:9]1=[O:34])(=[O:3])[CH3:2], predict the reactants needed to synthesize it. The reactants are: [C:1]([O:4][CH2:5][C:6]([CH3:36])([CH3:35])[CH2:7][N:8]1[C:14]2[CH:15]=[CH:16][C:17]([Cl:19])=[CH:18][C:13]=2[C@@H:12]([C:20]2[CH:25]=[CH:24][CH:23]=[C:22]([O:26][CH3:27])[C:21]=2[O:28][CH3:29])[O:11][C@H:10]([CH2:30][C:31]([OH:33])=O)[C:9]1=[O:34])(=[O:3])[CH3:2].S(Cl)(Cl)=O.[NH2:41][C:42]1[O:46][C:45]([C:47]([O:49][CH3:50])=[O:48])=[CH:44][CH:43]=1.C(N(CC)CC)C.